Dataset: Full USPTO retrosynthesis dataset with 1.9M reactions from patents (1976-2016). Task: Predict the reactants needed to synthesize the given product. (1) Given the product [CH3:26][O:25][C:20]1[CH:21]=[CH:22][C:23]([CH:3]([CH2:2][CH:1]=[O:7])[C:4]([OH:6])=[O:5])=[CH:24][C:19]=1[CH3:18], predict the reactants needed to synthesize it. The reactants are: [C:1]1(=[O:7])[O:6][C:4](=[O:5])[CH2:3][CH2:2]1.ClC(Cl)C(Cl)Cl.[Al+3].[Cl-].[Cl-].[Cl-].[CH3:18][C:19]1[CH:24]=[CH:23][CH:22]=[CH:21][C:20]=1[O:25][CH3:26].Cl. (2) The reactants are: [N:1]1([CH2:7][CH2:8][OH:9])[CH2:6][CH2:5][NH:4][CH2:3][CH2:2]1.[CH3:10][Si:11]([CH3:26])([CH2:20][CH2:21][Si:22]([CH3:25])([CH3:24])[CH3:23])[CH2:12][CH2:13][CH2:14][O:15][CH2:16][CH:17]1[CH2:19][O:18]1. Given the product [CH3:10][Si:11]([CH3:26])([CH2:20][CH2:21][Si:22]([CH3:25])([CH3:24])[CH3:23])[CH2:12][CH2:13][CH2:14][O:15][CH2:16][CH:17]([OH:18])[CH2:19][N:4]1[CH2:5][CH2:6][N:1]([CH2:7][CH2:8][OH:9])[CH2:2][CH2:3]1, predict the reactants needed to synthesize it.